This data is from Full USPTO retrosynthesis dataset with 1.9M reactions from patents (1976-2016). The task is: Predict the reactants needed to synthesize the given product. (1) The reactants are: [CH2:1]([C:8]1[CH:9]=[N:10][C:11]2[C:16]([C:17]=1[C:18]1[CH:23]=[CH:22][CH:21]=[C:20]([C:24]#[C:25][Si](C)(C)C)[CH:19]=1)=[CH:15][CH:14]=[CH:13][C:12]=2[C:30]([F:33])([F:32])[F:31])[C:2]1[CH:7]=[CH:6][CH:5]=[CH:4][CH:3]=1.I[C:35]1[CH:44]=[CH:43][C:38]([C:39]([O:41][CH3:42])=[O:40])=[CH:37][C:36]=1[CH3:45].N1CCCCC1. Given the product [CH2:1]([C:8]1[CH:9]=[N:10][C:11]2[C:16]([C:17]=1[C:18]1[CH:19]=[C:20]([C:24]#[C:25][C:35]3[CH:44]=[CH:43][C:38]([C:39]([O:41][CH3:42])=[O:40])=[CH:37][C:36]=3[CH3:45])[CH:21]=[CH:22][CH:23]=1)=[CH:15][CH:14]=[CH:13][C:12]=2[C:30]([F:33])([F:32])[F:31])[C:2]1[CH:7]=[CH:6][CH:5]=[CH:4][CH:3]=1, predict the reactants needed to synthesize it. (2) Given the product [C:6]([O:10][C:11]([NH:13][C:14]1[CH:15]=[CH:16][C:17]([F:38])=[C:18]([C@:20]2([CH3:37])[CH2:25][N:24]3[C:26]([CH2:39][OH:40])=[CH:27][N:28]=[C:23]3[C:22]([NH:29][C:30](=[O:36])[O:31][C:32]([CH3:35])([CH3:34])[CH3:33])=[N:21]2)[CH:19]=1)=[O:12])([CH3:9])([CH3:7])[CH3:8], predict the reactants needed to synthesize it. The reactants are: [Li+].CCC[CH2-].[C:6]([O:10][C:11]([NH:13][C:14]1[CH:15]=[CH:16][C:17]([F:38])=[C:18]([C@:20]2([CH3:37])[CH2:25][N:24]3[CH:26]=[CH:27][N:28]=[C:23]3[C:22]([NH:29][C:30](=[O:36])[O:31][C:32]([CH3:35])([CH3:34])[CH3:33])=[N:21]2)[CH:19]=1)=[O:12])([CH3:9])([CH3:8])[CH3:7].[CH2:39]=[O:40]. (3) The reactants are: FC1C=CN=C(NC(=O)C2C=CC(B3OC(C)(C)C(C)(C)O3)=CC=2)C=1.[F:26][C:27]1[CH:35]=[C:34]([B:36]2[O:40][C:39]([CH3:42])([CH3:41])[C:38]([CH3:44])([CH3:43])[O:37]2)[CH:33]=[CH:32][C:28]=1[C:29]([OH:31])=O.[CH2:45]([C:48]1[CH:53]=[CH:52][N:51]=[C:50]([NH2:54])[CH:49]=1)[CH2:46][CH3:47]. Given the product [F:26][C:27]1[CH:35]=[C:34]([B:36]2[O:40][C:39]([CH3:42])([CH3:41])[C:38]([CH3:44])([CH3:43])[O:37]2)[CH:33]=[CH:32][C:28]=1[C:29]([NH:54][C:50]1[CH:49]=[C:48]([CH2:45][CH2:46][CH3:47])[CH:53]=[CH:52][N:51]=1)=[O:31], predict the reactants needed to synthesize it. (4) Given the product [C:1]([O-:5])(=[O:4])[CH:2]=[CH2:3].[C:6]([O-:11])(=[O:10])[C:7]([CH3:9])=[CH2:8].[CH2:1]([C:14]([CH2:13][OH:12])([CH2:16][OH:17])[CH3:6])[OH:4], predict the reactants needed to synthesize it. The reactants are: [C:1]([O-:5])(=[O:4])[CH:2]=[CH2:3].[C:6]([O-:11])(=[O:10])[C:7]([CH3:9])=[CH2:8].[OH:12][CH2:13][CH:14]([CH2:16][OH:17])O. (5) Given the product [F:26][C:25]([F:28])([F:27])[C:23]([OH:29])=[O:24].[CH:16]1([NH:15][C:14]([C@@H:13]2[CH2:12][C@@H:11]3[C@@H:9]([CH2:10]3)[NH:8]2)=[O:22])[CH2:17][CH2:18][CH2:19][CH2:20][CH2:21]1, predict the reactants needed to synthesize it. The reactants are: C(OC([N:8]1[C@H:13]([C:14](=[O:22])[NH:15][CH:16]2[CH2:21][CH2:20][CH2:19][CH2:18][CH2:17]2)[CH2:12][C@@H:11]2[C@H:9]1[CH2:10]2)=O)(C)(C)C.[C:23]([OH:29])([C:25]([F:28])([F:27])[F:26])=[O:24]. (6) Given the product [CH:13]([C:16]1[CH:21]=[CH:20][C:19]([S:22]([NH:1][C:2]2[S:3][CH:4]=[C:5]([CH2:7][C:8]([O:10][CH2:11][CH3:12])=[O:9])[N:6]=2)(=[O:24])=[O:23])=[CH:18][CH:17]=1)([CH3:15])[CH3:14], predict the reactants needed to synthesize it. The reactants are: [NH2:1][C:2]1[S:3][CH:4]=[C:5]([CH2:7][C:8]([O:10][CH2:11][CH3:12])=[O:9])[N:6]=1.[CH:13]([C:16]1[CH:21]=[CH:20][C:19]([S:22](Cl)(=[O:24])=[O:23])=[CH:18][CH:17]=1)([CH3:15])[CH3:14]. (7) Given the product [OH:14][C@@H:2]([CH2:3][C:4]1[CH:9]=[CH:8][CH:7]=[CH:6][CH:5]=1)[C:10]([OH:12])=[O:11].[CH3:10][CH2:2][CH2:3][CH2:4][CH2:5][CH3:6], predict the reactants needed to synthesize it. The reactants are: N[C@H:2]([C:10]([OH:12])=[O:11])[CH2:3][C:4]1[CH:9]=[CH:8][CH:7]=[CH:6][CH:5]=1.N([O-])=[O:14].[Na+].S(=O)(=O)(O)O. (8) Given the product [CH3:18][CH2:17][N:13]([C:14]([CH3:15])=[O:16])[C:9]1[CH:10]=[CH:11][CH:12]=[C:7]([C:5]2[N:23]3[N:22]=[CH:21][C:25]([C:26]#[N:27])=[C:19]3[N:2]=[CH:3][CH:4]=2)[CH:8]=1, predict the reactants needed to synthesize it. The reactants are: C[N:2]([CH3:19])[CH:3]=[CH:4][C:5]([C:7]1[CH:8]=[C:9]([N:13]([CH2:17][CH3:18])[C:14](=[O:16])[CH3:15])[CH:10]=[CH:11][CH:12]=1)=O.N[C:21]1[C:25]([C:26]#[N:27])=C[NH:23][N:22]=1.Cl. (9) Given the product [NH:1]1[CH2:40][CH2:39][CH2:38][C@H:2]1[C:3]([NH:5][C@H:6]([C:8]([NH:10][C@H:11]([C:28]([OH:30])=[O:29])[CH2:12][CH2:13][CH2:14][CH2:15][NH2:16])=[O:9])[CH3:7])=[O:4], predict the reactants needed to synthesize it. The reactants are: [N:1]1(C(OC(C)(C)C)=O)[CH2:40][CH2:39][CH2:38][C@H:2]1[C:3]([NH:5][C@H:6]([C:8]([NH:10][C@H:11]([C:28]([O:30]CC1C=CC=CC=1)=[O:29])[CH2:12][CH2:13][CH2:14][CH2:15][NH:16]C(OCC1C=CC=CC=1Cl)=O)=[O:9])[CH3:7])=[O:4].C1(OC)C=CC=CC=1.